From a dataset of Forward reaction prediction with 1.9M reactions from USPTO patents (1976-2016). Predict the product of the given reaction. Given the reactants Cl.Cl.[CH3:3][C:4]1([N:8]2[CH2:12][CH2:11][CH2:10][CH2:9]2)[CH2:7][NH:6][CH2:5]1.CCN(C(C)C)C(C)C.[CH3:22][C:23]([O:26][C:27]([N:29]([C:47]([O:49][C:50]([CH3:53])([CH3:52])[CH3:51])=[O:48])[N:30]([C:38]1[C:43]([F:44])=[C:42](Cl)[N:41]=[C:40]([Cl:46])[N:39]=1)[C:31]([O:33][C:34]([CH3:37])([CH3:36])[CH3:35])=[O:32])=[O:28])([CH3:25])[CH3:24], predict the reaction product. The product is: [Cl:46][C:40]1[N:39]=[C:38]([N:30]([C:31]([O:33][C:34]([CH3:37])([CH3:36])[CH3:35])=[O:32])[N:29]([C:27]([O:26][C:23]([CH3:22])([CH3:24])[CH3:25])=[O:28])[C:47]([O:49][C:50]([CH3:51])([CH3:52])[CH3:53])=[O:48])[C:43]([F:44])=[C:42]([N:6]2[CH2:7][C:4]([CH3:3])([N:8]3[CH2:12][CH2:11][CH2:10][CH2:9]3)[CH2:5]2)[N:41]=1.